This data is from Catalyst prediction with 721,799 reactions and 888 catalyst types from USPTO. The task is: Predict which catalyst facilitates the given reaction. Reactant: O=C1CCC(=O)N1[O:8][C:9](=O)[CH2:10][CH2:11][C@H:12]([NH:20][C:21](=[O:47])[CH2:22][CH2:23][CH2:24][CH2:25][CH2:26][CH2:27][CH2:28][CH2:29][CH2:30][CH2:31][CH2:32][CH2:33][CH2:34][CH2:35][CH2:36][CH2:37][CH2:38][CH2:39][C:40]([O:42][C:43]([CH3:46])([CH3:45])[CH3:44])=[O:41])[C:13]([O:15][C:16]([CH3:19])([CH3:18])[CH3:17])=[O:14].[NH2:49][C@H:50]([C:56]([O:58][C:59]([CH3:62])([CH3:61])[CH3:60])=[O:57])[CH2:51][CH2:52][C:53](=[O:55])[OH:54].CCN(C(C)C)C(C)C. Product: [C:59]([O:58][C:56](=[O:57])[C@@H:50]([NH:49][C:9](=[O:8])[CH2:10][CH2:11][CH:12]([C:13]([O:15][C:16]([CH3:19])([CH3:18])[CH3:17])=[O:14])[NH:20][C:21](=[O:47])[CH2:22][CH2:23][CH2:24][CH2:25][CH2:26][CH2:27][CH2:28][CH2:29][CH2:30][CH2:31][CH2:32][CH2:33][CH2:34][CH2:35][CH2:36][CH2:37][CH2:38][CH2:39][C:40]([O:42][C:43]([CH3:44])([CH3:45])[CH3:46])=[O:41])[CH2:51][CH2:52][C:53]([OH:54])=[O:55])([CH3:62])([CH3:61])[CH3:60]. The catalyst class is: 20.